Dataset: Peptide-MHC class II binding affinity with 134,281 pairs from IEDB. Task: Regression. Given a peptide amino acid sequence and an MHC pseudo amino acid sequence, predict their binding affinity value. This is MHC class II binding data. (1) The peptide sequence is LKGTFTYNKMTCLIL. The MHC is DRB1_0405 with pseudo-sequence DRB1_0405. The binding affinity (normalized) is 0.621. (2) The peptide sequence is LLKILVLSILSSPTK. The MHC is DRB3_0101 with pseudo-sequence DRB3_0101. The binding affinity (normalized) is 0.0814. (3) The peptide sequence is RYANPIAFFRKEPLK. The MHC is DRB3_0101 with pseudo-sequence DRB3_0101. The binding affinity (normalized) is 0.343.